The task is: Predict the product of the given reaction.. This data is from Forward reaction prediction with 1.9M reactions from USPTO patents (1976-2016). (1) Given the reactants Br[C:2]1[CH:7]=[CH:6][C:5]([NH:8][C@@H:9]2[CH2:17][N:16]3[C@H:11]([CH2:12][O:13][CH2:14][CH2:15]3)[CH2:10]2)=[C:4]([N+:18]([O-:20])=[O:19])[CH:3]=1.[F:21][C:22]1[CH:23]=[CH:24][C:25]2=[C:26]([CH:47]=1)[O:27][CH2:28][C:29]1[C:45]([F:46])=[CH:44][CH:43]=[CH:42][C:30]=1/[C:31]/2=[CH:32]\B1OC(C)(C)C(C)(C)O1.C1(P(C2C=CC=CC=2)C2C=CC=CC=2)C=CC=CC=1.C[O-].[Na+], predict the reaction product. The product is: [F:21][C:22]1[CH:23]=[CH:24][C:25]2=[C:26]([CH:47]=1)[O:27][CH2:28][C:29]1[C:45]([F:46])=[CH:44][CH:43]=[CH:42][C:30]=1/[C:31]/2=[CH:32]\[C:2]1[CH:7]=[CH:6][C:5]([NH:8][C@@H:9]2[CH2:17][N:16]3[C@H:11]([CH2:12][O:13][CH2:14][CH2:15]3)[CH2:10]2)=[C:4]([N+:18]([O-:20])=[O:19])[CH:3]=1. (2) Given the reactants C([O:3][C:4](=[O:20])[CH:5]([O:8][C:9]1[CH:10]=[C:11]2[C:16](=[CH:17][CH:18]=1)[N:15]=[CH:14][C:13]([I:19])=[CH:12]2)[CH2:6][CH3:7])C.[OH-].[Na+].C(OCC)(=O)C, predict the reaction product. The product is: [I:19][C:13]1[CH:14]=[N:15][C:16]2[C:11]([CH:12]=1)=[CH:10][C:9]([O:8][CH:5]([CH2:6][CH3:7])[C:4]([OH:20])=[O:3])=[CH:18][CH:17]=2. (3) Given the reactants Cl[C:2]1[C:3]([C:26]2[CH:27]=[N:28][N:29]3[CH:34]=[CH:33][CH:32]=[CH:31][C:30]=23)=[N:4][C:5]([NH:8][C:9]2[C:14]([O:15][CH3:16])=[CH:13][C:12]([N:17]3[CH2:21][CH2:20][C@@H:19]([N:22]([CH3:24])[CH3:23])[CH2:18]3)=[C:11]([NH2:25])[CH:10]=2)=[N:6][CH:7]=1.C1(P(C2CCCCC2)C2C=CC=CC=2C2C(CCC)=CC(CCC)=CC=2CCC)CCCCC1.C[C:70]([N:72](C)C)=O, predict the reaction product. The product is: [NH2:25][C:11]1[C:12]([N:17]2[CH2:21][CH2:20][C@@H:19]([N:22]([CH3:24])[CH3:23])[CH2:18]2)=[CH:13][C:14]([O:15][CH3:16])=[C:9]([NH:8][C:5]2[N:4]=[C:3]([C:26]3[CH:27]=[N:28][N:29]4[CH:34]=[CH:33][CH:32]=[CH:31][C:30]=34)[C:2]([C:70]#[N:72])=[CH:7][N:6]=2)[CH:10]=1. (4) The product is: [CH2:11]([C:18]1([N:25]([CH3:26])[CH3:27])[CH2:23][CH2:22][C:21]([CH2:5][C:4]2[CH:7]=[CH:8][CH:9]=[CH:10][C:3]=2[F:2])([OH:24])[CH2:20][CH2:19]1)[C:12]1[CH:17]=[CH:16][CH:15]=[CH:14][CH:13]=1.[ClH:6].[CH2:11]([C:18]1([N:25]([CH3:26])[CH3:27])[CH2:23][CH2:22][C:21]([CH2:5][C:4]2[CH:7]=[CH:8][CH:9]=[CH:10][C:3]=2[F:2])([OH:24])[CH2:20][CH2:19]1)[C:12]1[CH:17]=[CH:16][CH:15]=[CH:14][CH:13]=1. Given the reactants [Mg].[F:2][C:3]1[CH:10]=[CH:9][CH:8]=[CH:7][C:4]=1[CH2:5][Cl:6].[CH2:11]([C:18]1([N:25]([CH3:27])[CH3:26])[CH2:23][CH2:22][C:21](=[O:24])[CH2:20][CH2:19]1)[C:12]1[CH:17]=[CH:16][CH:15]=[CH:14][CH:13]=1.[Cl-].[NH4+], predict the reaction product.